This data is from Full USPTO retrosynthesis dataset with 1.9M reactions from patents (1976-2016). The task is: Predict the reactants needed to synthesize the given product. (1) The reactants are: [CH2:1]([O:3][C:4](=[O:13])[C:5]1[CH:10]=[C:9]([Cl:11])[C:8](Cl)=[N:7][CH:6]=1)[CH3:2].[NH:14]1[CH2:22][CH2:21][CH:17]([C:18]([OH:20])=[O:19])[CH2:16][CH2:15]1.CCN(C(C)C)C(C)C.CC(O)=O. Given the product [Cl:11][C:9]1[C:8]([N:14]2[CH2:22][CH2:21][CH:17]([C:18]([OH:20])=[O:19])[CH2:16][CH2:15]2)=[N:7][CH:6]=[C:5]([C:4]([O:3][CH2:1][CH3:2])=[O:13])[CH:10]=1, predict the reactants needed to synthesize it. (2) Given the product [NH:1]1[C:5]2[CH:6]=[CH:7][CH:8]=[CH:9][C:4]=2[N:3]=[C:2]1[C:10]1[C:18]2[C:13](=[CH:14][CH:15]=[C:16]([C:34]3[CH:33]=[CH:32][CH:31]=[C:30]([S:27]([CH3:26])(=[O:29])=[O:28])[CH:35]=3)[CH:17]=2)[N:12]([CH:20]2[CH2:25][CH2:24][CH2:23][CH2:22][O:21]2)[N:11]=1, predict the reactants needed to synthesize it. The reactants are: [NH:1]1[C:5]2[CH:6]=[CH:7][CH:8]=[CH:9][C:4]=2[N:3]=[C:2]1[C:10]1[C:18]2[C:13](=[CH:14][CH:15]=[C:16](Br)[CH:17]=2)[N:12]([CH:20]2[CH2:25][CH2:24][CH2:23][CH2:22][O:21]2)[N:11]=1.[CH3:26][S:27]([C:30]1[CH:31]=[C:32](B(O)O)[CH:33]=[CH:34][CH:35]=1)(=[O:29])=[O:28].C1(P(C2C=CC=CC=2)C2C=CC=CC=2)C=CC=CC=1.C(=O)([O-])[O-].[Na+].[Na+]. (3) Given the product [CH3:1][C:2]1([CH3:23])[C:11]2[C:6](=[CH:7][CH:8]=[C:9]([C:12]([F:15])([F:13])[F:14])[CH:10]=2)[NH:5][CH:4]([C:16]2[CH:17]=[C:18]([NH:22][S:32]([CH2:30][CH3:31])(=[O:34])=[O:33])[CH:19]=[CH:20][CH:21]=2)[CH2:3]1, predict the reactants needed to synthesize it. The reactants are: [CH3:1][C:2]1([CH3:23])[C:11]2[C:6](=[CH:7][CH:8]=[C:9]([C:12]([F:15])([F:14])[F:13])[CH:10]=2)[NH:5][CH:4]([C:16]2[CH:17]=[C:18]([NH2:22])[CH:19]=[CH:20][CH:21]=2)[CH2:3]1.N1C=CC=CC=1.[CH2:30]([S:32](Cl)(=[O:34])=[O:33])[CH3:31]. (4) The reactants are: C([O:3][C:4](=[O:31])[C:5]([S:8][C:9]1[S:10][CH:11]=[C:12]([CH2:14][CH2:15][O:16][CH2:17][C:18]2[CH:23]=[CH:22][C:21]([C:24]3[CH:29]=[CH:28][C:27]([F:30])=[CH:26][CH:25]=3)=[CH:20][CH:19]=2)[N:13]=1)([CH3:7])[CH3:6])C.[OH-].[Na+]. Given the product [F:30][C:27]1[CH:28]=[CH:29][C:24]([C:21]2[CH:20]=[CH:19][C:18]([CH2:17][O:16][CH2:15][CH2:14][C:12]3[N:13]=[C:9]([S:8][C:5]([CH3:7])([CH3:6])[C:4]([OH:31])=[O:3])[S:10][CH:11]=3)=[CH:23][CH:22]=2)=[CH:25][CH:26]=1, predict the reactants needed to synthesize it. (5) The reactants are: CS(OC[C@H]1CN(S(C2SC=CC=2)(=O)=O)CCN1C1C=CC(C(O)(C)C(F)(F)F)=CC=1)(=O)=O.C(N)C(C)C.[CH3:39][S:40](Cl)(=[O:42])=[O:41].[F:44][C:45]([F:76])([F:75])[C:46]([C:49]1[CH:54]=[CH:53][C:52]([N:55]2[CH2:60][CH2:59][N:58]([S:61]([C:64]3[S:65][CH:66]=[CH:67][CH:68]=3)(=[O:63])=[O:62])[CH2:57][C@@H:56]2[CH2:69][NH:70][CH2:71][CH:72]([CH3:74])[CH3:73])=[CH:51][CH:50]=1)([OH:48])[CH3:47]. Given the product [CH3:73][CH:72]([CH3:74])[CH2:71][N:70]([CH2:69][C@H:56]1[CH2:57][N:58]([S:61]([C:64]2[S:65][CH:66]=[CH:67][CH:68]=2)(=[O:63])=[O:62])[CH2:59][CH2:60][N:55]1[C:52]1[CH:53]=[CH:54][C:49]([C:46]([OH:48])([CH3:47])[C:45]([F:44])([F:75])[F:76])=[CH:50][CH:51]=1)[S:40]([CH3:39])(=[O:42])=[O:41], predict the reactants needed to synthesize it. (6) Given the product [Br:1][C:2]1[CH:3]=[CH:4][C:5]([C:8]2[N:12]([C:13]3[CH:18]=[CH:17][C:16]([Cl:19])=[CH:15][C:14]=3[Cl:20])[N:11]=[C:10]([CH:21]([OH:29])[CH2:22][CH:23]3[CH2:24][CH2:25][CH2:26][CH2:27][CH2:28]3)[C:9]=2[CH3:30])=[CH:6][CH:7]=1, predict the reactants needed to synthesize it. The reactants are: [Br:1][C:2]1[CH:7]=[CH:6][C:5]([C:8]2[N:12]([C:13]3[CH:18]=[CH:17][C:16]([Cl:19])=[CH:15][C:14]=3[Cl:20])[N:11]=[C:10]([C:21](=[O:29])[CH2:22][CH:23]3[CH2:28][CH2:27][CH2:26][CH2:25][CH2:24]3)[C:9]=2[CH3:30])=[CH:4][CH:3]=1.O. (7) Given the product [CH:24]1([C:30]2[O:31][C:32]([CH3:48])=[C:33]([CH2:35][CH2:36][O:37][C:10]3[CH:9]=[CH:8][C:7]([CH2:6][C:5]([CH3:22])([O:14][C:15]4[CH:16]=[C:17]([CH3:21])[CH:18]=[CH:19][CH:20]=4)[C:4]([OH:23])=[O:3])=[CH:12][CH:11]=3)[N:34]=2)[CH2:25][CH2:26][CH2:27][CH2:28][CH2:29]1, predict the reactants needed to synthesize it. The reactants are: C([O:3][C:4](=[O:23])[C:5]([CH3:22])([O:14][C:15]1[CH:16]=[C:17]([CH3:21])[CH:18]=[CH:19][CH:20]=1)[CH2:6][C:7]1[CH:12]=[CH:11][C:10](O)=[CH:9][CH:8]=1)C.[CH:24]1([C:30]2[O:31][C:32]([CH3:48])=[C:33]([CH2:35][CH2:36][O:37]S(C3C=CC(C)=CC=3)(=O)=O)[N:34]=2)[CH2:29][CH2:28][CH2:27][CH2:26][CH2:25]1. (8) Given the product [CH3:15][O:14][C:13]1[C:12]([O:16][CH3:17])=[CH:11][CH:10]=[C:9]([C:18]2[CH:26]=[CH:25][CH:24]=[C:23]3[C:19]=2[CH2:20][CH2:21][C:22]3=[O:27])[C:8]=1[O:7][CH2:6][C:3]1([CH2:2][O:1][C:43](=[O:44])[NH:42][CH2:35][C:36]2[CH:41]=[CH:40][CH:39]=[CH:38][CH:37]=2)[CH2:4][CH2:5]1, predict the reactants needed to synthesize it. The reactants are: [OH:1][CH2:2][C:3]1([CH2:6][O:7][C:8]2[C:13]([O:14][CH3:15])=[C:12]([O:16][CH3:17])[CH:11]=[CH:10][C:9]=2[C:18]2[CH:26]=[CH:25][CH:24]=[C:23]3[C:19]=2[CH2:20][CH2:21][C:22]3=[O:27])[CH2:5][CH2:4]1.C(N(CC)CC)C.[CH2:35]([N:42]=[C:43]=[O:44])[C:36]1[CH:41]=[CH:40][CH:39]=[CH:38][CH:37]=1.COC1C(OC)=CC=C(C2C=CC=C3C=2CCC3=O)C=1OCC1(COC(=O)NCC)CC1. (9) Given the product [CH3:15][O:16][C:17]1[CH:18]=[C:19]([N:25]2[CH2:26][CH2:27][N:28]([C:12]([C:11]3[CH:10]=[CH:9][NH:8][C:7]=3[C:1]3[CH:2]=[CH:3][CH:4]=[CH:5][CH:6]=3)=[O:14])[CH2:29][CH2:30]2)[CH:20]=[C:21]([O:23][CH3:24])[CH:22]=1, predict the reactants needed to synthesize it. The reactants are: [C:1]1([C:7]2[NH:8][CH:9]=[CH:10][C:11]=2[C:12]([OH:14])=O)[CH:6]=[CH:5][CH:4]=[CH:3][CH:2]=1.[CH3:15][O:16][C:17]1[CH:18]=[C:19]([N:25]2[CH2:30][CH2:29][NH:28][CH2:27][CH2:26]2)[CH:20]=[C:21]([O:23][CH3:24])[CH:22]=1.Cl.CN(C)CCCN=C=NCC.O.ON1C2C=CC=CC=2N=N1.